This data is from Forward reaction prediction with 1.9M reactions from USPTO patents (1976-2016). The task is: Predict the product of the given reaction. (1) Given the reactants [Cl:1][C:2]1[C:3]([CH3:18])=[C:4]([NH:10][C@H:11]([C@@H:15]([OH:17])[CH3:16])[C:12]([OH:14])=O)[CH:5]=[CH:6][C:7]=1[C:8]#[N:9].[Cl:19][C:20]1[CH:21]=[C:22]([CH:27]=[CH:28][C:29]=1[OH:30])[C:23]([NH:25][NH2:26])=[O:24], predict the reaction product. The product is: [Cl:1][C:2]1[C:3]([CH3:18])=[C:4]([NH:10][C@H:11]([C@@H:15]([OH:17])[CH3:16])[C:12]([NH:26][NH:25][C:23](=[O:24])[C:22]2[CH:27]=[CH:28][C:29]([OH:30])=[C:20]([Cl:19])[CH:21]=2)=[O:14])[CH:5]=[CH:6][C:7]=1[C:8]#[N:9]. (2) Given the reactants [C:1]([O:5][C:6](=[O:21])[NH:7][C:8]1[CH:13]=[CH:12][C:11]([C:14]2[CH:19]=[CH:18][CH:17]=[CH:16][CH:15]=2)=[CH:10][C:9]=1[NH2:20])([CH3:4])([CH3:3])[CH3:2].[Cl:22][C:23]1[CH:27]=[CH:26][S:25][C:24]=1[C:28]1[O:33]C(C)(C)[O:31][C:30](=O)[CH:29]=1, predict the reaction product. The product is: [C:1]([O:5][C:6](=[O:21])[NH:7][C:8]1[CH:13]=[CH:12][C:11]([C:14]2[CH:15]=[CH:16][CH:17]=[CH:18][CH:19]=2)=[CH:10][C:9]=1[NH:20][C:30](=[O:31])[CH2:29][C:28]([C:24]1[S:25][CH:26]=[CH:27][C:23]=1[Cl:22])=[O:33])([CH3:4])([CH3:2])[CH3:3]. (3) Given the reactants C(OC(=O)[NH:7][C:8]1([C:16]2[CH:21]=[CH:20][C:19]([C:22]3[C:31]([C:32]4[CH:37]=[CH:36][CH:35]=[CH:34][CH:33]=4)=[CH:30][C:29]4[C:28]5=[N:38][N:39]=[C:40]([NH:41][CH2:42][CH3:43])[N:27]5[CH:26]=[CH:25][C:24]=4[N:23]=3)=[CH:18][CH:17]=2)[CH2:11][C:10]2([O:15][CH2:14][CH2:13][O:12]2)[CH2:9]1)(C)(C)C, predict the reaction product. The product is: [NH2:7][C:8]1([C:16]2[CH:21]=[CH:20][C:19]([C:22]3[C:31]([C:32]4[CH:37]=[CH:36][CH:35]=[CH:34][CH:33]=4)=[CH:30][C:29]4[C:28]5=[N:38][N:39]=[C:40]([NH:41][CH2:42][CH3:43])[N:27]5[CH:26]=[CH:25][C:24]=4[N:23]=3)=[CH:18][CH:17]=2)[CH2:11][C:10]2([O:12][CH2:13][CH2:14][O:15]2)[CH2:9]1. (4) Given the reactants [OH:1][C:2]1[CH:7]=[CH:6][C:5]([N:8]2[C:12]([C:13]([O:15][C:16]([CH3:19])([CH3:18])[CH3:17])=[O:14])=[CH:11][C:10]([CH:20]([CH3:22])[CH3:21])=[N:9]2)=[CH:4][C:3]=1[N+:23]([O-])=O, predict the reaction product. The product is: [NH2:23][C:3]1[CH:4]=[C:5]([N:8]2[C:12]([C:13]([O:15][C:16]([CH3:18])([CH3:17])[CH3:19])=[O:14])=[CH:11][C:10]([CH:20]([CH3:22])[CH3:21])=[N:9]2)[CH:6]=[CH:7][C:2]=1[OH:1]. (5) Given the reactants CCCP1(OP(CCC)(=O)OP(CCC)(=O)O1)=O.Cl.[OH:20][C:21]([CH3:38])([CH3:37])[CH2:22][S:23]([NH:26][C:27]1[CH:28]=[C:29]2[C:34](=[CH:35][CH:36]=1)[CH2:33][NH:32][CH2:31][CH2:30]2)(=[O:25])=[O:24].[N:39]1[CH:44]=[CH:43][CH:42]=[C:41]([O:45][CH2:46][C:47](O)=[O:48])[CH:40]=1.CN(C)C=O.C(N(CC)CC)C.S([O-])([O-])(=O)=O.[Na+].[Na+], predict the reaction product. The product is: [OH:20][C:21]([CH3:38])([CH3:37])[CH2:22][S:23]([NH:26][C:27]1[CH:28]=[C:29]2[C:34](=[CH:35][CH:36]=1)[CH2:33][N:32]([C:47](=[O:48])[CH2:46][O:45][C:41]1[CH:40]=[N:39][CH:44]=[CH:43][CH:42]=1)[CH2:31][CH2:30]2)(=[O:24])=[O:25]. (6) Given the reactants [Br-].Br[C:3]1[CH:25]=[C:24]2[C:6]([CH2:7][C:8]([CH3:27])([CH3:26])[CH2:9][C:10]32[CH2:15][CH2:14][S:13][C:12]([NH:16][C:17](=[O:23])[O:18][C:19]([CH3:22])([CH3:21])[CH3:20])=[N:11]3)=[CH:5][CH:4]=1.[Li+].C[Si]([N-:33][Si](C)(C)C)(C)C.C1(C)C=CC=CC=1.Cl.C([O-])([O-])=O.[Na+].[Na+], predict the reaction product. The product is: [NH2:33][C:3]1[CH:25]=[C:24]2[C:6]([CH2:7][C:8]([CH3:27])([CH3:26])[CH2:9][C:10]32[CH2:15][CH2:14][S:13][C:12]([NH:16][C:17](=[O:23])[O:18][C:19]([CH3:22])([CH3:21])[CH3:20])=[N:11]3)=[CH:5][CH:4]=1. (7) Given the reactants [CH3:1][C@:2]12[CH2:14][CH2:13][CH2:12][N:3]1[CH:4](C(Cl)(Cl)[Cl:9])[O:5][C:6]2=[O:7], predict the reaction product. The product is: [ClH:9].[CH3:1][C@:2]1([C:6]([O:5][CH3:4])=[O:7])[CH2:14][CH2:13][CH2:12][NH:3]1. (8) Given the reactants [CH3:1][N:2]1[CH:6]=[C:5]([C:7]2[CH:8]=[C:9]3[C:15]([C:16]4[N:21]=[C:20]([N:22]5[CH2:27][CH2:26][N:25]([C:28]([O:30][C:31]([CH3:34])([CH3:33])[CH3:32])=[O:29])[CH2:24][CH2:23]5)[CH:19]=[N:18][CH:17]=4)=[CH:14][N:13](S(C4C=CC=CC=4)(=O)=O)[C:10]3=[N:11][CH:12]=2)[CH:4]=[N:3]1.C(=O)([O-])[O-].[K+].[K+], predict the reaction product. The product is: [CH3:1][N:2]1[CH:6]=[C:5]([C:7]2[CH:8]=[C:9]3[C:15]([C:16]4[N:21]=[C:20]([N:22]5[CH2:23][CH2:24][N:25]([C:28]([O:30][C:31]([CH3:34])([CH3:33])[CH3:32])=[O:29])[CH2:26][CH2:27]5)[CH:19]=[N:18][CH:17]=4)=[CH:14][NH:13][C:10]3=[N:11][CH:12]=2)[CH:4]=[N:3]1.